This data is from Reaction yield outcomes from USPTO patents with 853,638 reactions. The task is: Predict the reaction yield, written as a fraction of the theoretical maximum amount of product (1.0 means a 100% yield; for example, 0.34 means a 34% yield). (1) The reactants are [Cl:1][C:2]1[CH:7]=[C:6]([OH:8])[CH:5]=[CH:4][C:3]=1[C:9]1[CH:14]=[CH:13][CH:12]=[CH:11][C:10]=1[F:15].C(O)(=O)C.[I:20]N1C(=O)CCC1=O.S(=O)(=O)(O)O. The catalyst is C(Cl)Cl. The product is [Cl:1][C:2]1[CH:7]=[C:6]([OH:8])[C:5]([I:20])=[CH:4][C:3]=1[C:9]1[CH:14]=[CH:13][CH:12]=[CH:11][C:10]=1[F:15]. The yield is 0.920. (2) The reactants are [Br:1][C:2]1[CH:7]=[CH:6][C:5]([SH:8])=[CH:4][C:3]=1[F:9].[H-].[Na+].IC.Cl[CH2:15]Cl. The catalyst is O1CCCC1. The product is [Br:1][C:2]1[CH:7]=[CH:6][C:5]([S:8][CH3:15])=[CH:4][C:3]=1[F:9]. The yield is 0.860.